Predict which catalyst facilitates the given reaction. From a dataset of Catalyst prediction with 721,799 reactions and 888 catalyst types from USPTO. Reactant: Cl.[CH3:2][N:3]1[C:7](=[O:8])[CH2:6][C:5]([CH2:9][CH2:10][NH:11]C(=O)OC(C)(C)C)=[N:4]1. Product: [NH2:11][CH2:10][CH2:9][C:5]1[CH2:6][C:7](=[O:8])[N:3]([CH3:2])[N:4]=1. The catalyst class is: 5.